This data is from P-glycoprotein inhibition data for predicting drug efflux from Broccatelli et al.. The task is: Regression/Classification. Given a drug SMILES string, predict its absorption, distribution, metabolism, or excretion properties. Task type varies by dataset: regression for continuous measurements (e.g., permeability, clearance, half-life) or binary classification for categorical outcomes (e.g., BBB penetration, CYP inhibition). Dataset: pgp_broccatelli. (1) The compound is c1ccc(CNc2ncnc3nc[nH]c23)cc1. The result is 0 (non-inhibitor). (2) The result is 1 (inhibitor). The molecule is O=C(CCc1ccccc1)c1ccccc1OCCCCCCN1CCCCC1. (3) The drug is COc1ccc(CC/N=C2\CCCN2C)cc1OC. The result is 0 (non-inhibitor). (4) The molecule is COCCCCc1ccc(-c2nc(-c3ccc(N(C)C)cc3)c(-c3ccc(N(C)C)cc3)[nH]2)cc1. The result is 1 (inhibitor). (5) The molecule is COc1cc2c(cc1OC)CN(CCNC(=O)c1ccc(N)cc1NC(=O)c1ccc(C(C)C)cc1)CC2. The result is 1 (inhibitor).